From a dataset of Reaction yield outcomes from USPTO patents with 853,638 reactions. Predict the reaction yield, written as a fraction of the theoretical maximum amount of product (1.0 means a 100% yield; for example, 0.34 means a 34% yield). (1) The reactants are C=O.[Cl:3][C:4]1[C:5]([F:34])=[C:6]([NH:10][C:11]2[C:20]3[C:15](=[CH:16][C:17]([O:32][CH3:33])=[C:18]([O:21][C@@H:22]4[CH2:27][CH2:26][NH:25][C@@H:24]([C:28]([NH:30][CH3:31])=[O:29])[CH2:23]4)[CH:19]=3)[N:14]=[CH:13][N:12]=2)[CH:7]=[CH:8][CH:9]=1.[C:35](O[BH-](OC(=O)C)OC(=O)C)(=O)C.[Na+].C([O-])(O)=O.[Na+]. The catalyst is C(Cl)Cl.CC(O)=O.C(Cl)Cl. The product is [Cl:3][C:4]1[C:5]([F:34])=[C:6]([NH:10][C:11]2[C:20]3[C:15](=[CH:16][C:17]([O:32][CH3:33])=[C:18]([O:21][C@@H:22]4[CH2:27][CH2:26][N:25]([CH3:35])[C@@H:24]([C:28]([NH:30][CH3:31])=[O:29])[CH2:23]4)[CH:19]=3)[N:14]=[CH:13][N:12]=2)[CH:7]=[CH:8][CH:9]=1. The yield is 0.490. (2) The reactants are [Cl:1][C:2]1[CH:19]=[CH:18][C:5]([CH2:6][O:7][C:8]2[C:9]([O:16][CH3:17])=[CH:10][C:11]([CH2:14][OH:15])=[N:12][CH:13]=2)=[CH:4][CH:3]=1.CC(OI1(OC(C)=O)(OC(C)=O)OC(=O)C2C=CC=CC1=2)=O. The catalyst is CS(C)=O. The product is [Cl:1][C:2]1[CH:19]=[CH:18][C:5]([CH2:6][O:7][C:8]2[C:9]([O:16][CH3:17])=[CH:10][C:11]([CH:14]=[O:15])=[N:12][CH:13]=2)=[CH:4][CH:3]=1. The yield is 0.720. (3) The reactants are [Cl:1][C:2]1[C:3]2[CH:24]=[CH:23][CH:22]=[CH:21][C:4]=2[S:5][C:6]=1[CH2:7][O:8][C:9]1[CH:17]=[CH:16][CH:15]=[C:11]([C:12](O)=[O:13])[C:10]=1[C:18]([OH:20])=O.Cl.[NH2:26][CH:27]1[CH2:33][CH2:32][C:31](=[O:34])[NH:30][C:28]1=[O:29]. The catalyst is N1C=CC=CC=1. The product is [Cl:1][C:2]1[C:3]2[CH:24]=[CH:23][CH:22]=[CH:21][C:4]=2[S:5][C:6]=1[CH2:7][O:8][C:9]1[CH:17]=[CH:16][CH:15]=[C:11]2[C:10]=1[C:18](=[O:20])[N:26]([CH:27]1[CH2:33][CH2:32][C:31](=[O:34])[NH:30][C:28]1=[O:29])[C:12]2=[O:13]. The yield is 0.380. (4) The reactants are Br[C:2]1[CH:7]=[CH:6][C:5]([S:8]([N:11]([CH2:14][CH3:15])[CH2:12][CH3:13])(=[O:10])=[O:9])=[C:4]([C:16]([F:19])([F:18])[F:17])[CH:3]=1.[C:20]([C:22]1[N:26]([CH3:27])[C:25](B(O)O)=[CH:24][CH:23]=1)#[N:21].[F-].[K+]. The catalyst is C1C=CC(/C=C/C(/C=C/C2C=CC=CC=2)=O)=CC=1.C1C=CC(/C=C/C(/C=C/C2C=CC=CC=2)=O)=CC=1.C1C=CC(/C=C/C(/C=C/C2C=CC=CC=2)=O)=CC=1.[Pd].[Pd].C(P(C(C)(C)C)C(C)(C)C)(C)(C)C. The product is [C:20]([C:22]1[N:26]([CH3:27])[C:25]([C:2]2[CH:7]=[CH:6][C:5]([S:8]([N:11]([CH2:14][CH3:15])[CH2:12][CH3:13])(=[O:10])=[O:9])=[C:4]([C:16]([F:19])([F:18])[F:17])[CH:3]=2)=[CH:24][CH:23]=1)#[N:21]. The yield is 0.460. (5) The reactants are [O:1]=[S:2]1(=[O:42])[CH2:7][CH2:6][CH:5]([CH2:8][O:9][C:10]2[CH:15]=[C:14]([CH3:16])[C:13]([C:17]3[CH:22]=[CH:21][CH:20]=[C:19]([CH2:23][NH:24][C:25]4[CH:30]=[CH:29][C:28]([CH2:31][CH2:32][C:33]([O:35]C(C)(C)C)=[O:34])=[C:27]([F:40])[CH:26]=4)[CH:18]=3)=[C:12]([CH3:41])[CH:11]=2)[CH2:4][CH2:3]1.FC(F)(F)C(O)=O. The catalyst is C(Cl)Cl. The product is [O:42]=[S:2]1(=[O:1])[CH2:7][CH2:6][CH:5]([CH2:8][O:9][C:10]2[CH:11]=[C:12]([CH3:41])[C:13]([C:17]3[CH:22]=[CH:21][CH:20]=[C:19]([CH2:23][NH:24][C:25]4[CH:30]=[CH:29][C:28]([CH2:31][CH2:32][C:33]([OH:35])=[O:34])=[C:27]([F:40])[CH:26]=4)[CH:18]=3)=[C:14]([CH3:16])[CH:15]=2)[CH2:4][CH2:3]1. The yield is 0.780. (6) The reactants are [O:1]=[C:2]1[CH2:6][S:5][C:4](=[S:7])[N:3]1[CH:8]1[CH2:13][CH2:12][CH2:11][CH:10]([C:14]([OH:16])=[O:15])[CH2:9]1.[F:17][C:18]([F:33])([F:32])[C:19]1[CH:20]=[C:21]([C:25]2[O:29][C:28]([CH:30]=O)=[CH:27][CH:26]=2)[CH:22]=[CH:23][CH:24]=1.C(O)C. The catalyst is CO.ClCCl.[Cl-].[NH4+]. The product is [F:33][C:18]([F:17])([F:32])[C:19]1[CH:20]=[C:21]([C:25]2[O:29][C:28]([CH:30]=[C:6]3[S:5][C:4](=[S:7])[N:3]([CH:8]4[CH2:13][CH2:12][CH2:11][CH:10]([C:14]([OH:16])=[O:15])[CH2:9]4)[C:2]3=[O:1])=[CH:27][CH:26]=2)[CH:22]=[CH:23][CH:24]=1. The yield is 0.740. (7) The reactants are [CH3:1][C:2]1([CH3:18])[C:6]([CH3:8])([CH3:7])[O:5][B:4]([C:9]2[CH:10]=[C:11]([CH:15]=[CH:16][CH:17]=2)[C:12]([OH:14])=O)[O:3]1.[NH2:19][C:20]1[CH:29]=[CH:28][C:23]([C:24]([NH:26][CH3:27])=[O:25])=[CH:22][CH:21]=1.CN(C(ON1N=NC2C=CC=NC1=2)=[N+](C)C)C.F[P-](F)(F)(F)(F)F.CCN(C(C)C)C(C)C. The catalyst is CN(C=O)C. The product is [CH3:27][NH:26][C:24]([C:23]1[CH:28]=[CH:29][C:20]([NH:19][C:12](=[O:14])[C:11]2[CH:15]=[CH:16][CH:17]=[C:9]([B:4]3[O:5][C:6]([CH3:7])([CH3:8])[C:2]([CH3:1])([CH3:18])[O:3]3)[CH:10]=2)=[CH:21][CH:22]=1)=[O:25]. The yield is 0.459. (8) The reactants are [CH3:1][O:2][C:3]1[CH:33]=[C:32]([O:34][CH3:35])[CH:31]=[CH:30][C:4]=1[CH2:5][N:6]1[C:9](=[O:10])[C@@H:8]([NH:11][C:12](=[O:21])[O:13][CH2:14][C:15]2[CH:20]=[CH:19][CH:18]=[CH:17][CH:16]=2)[C@H:7]1[CH2:22][N:23]1[C:27](=[O:28])[CH2:26][NH:25][C:24]1=[O:29].[C:36]([O:40][C:41](O[C:41]([O:40][C:36]([CH3:39])([CH3:38])[CH3:37])=[O:42])=[O:42])([CH3:39])([CH3:38])[CH3:37].O. The catalyst is C(Cl)Cl.CN(C1C=CN=CC=1)C. The product is [CH2:14]([O:13][C:12]([NH:11][C@@H:8]1[C:9](=[O:10])[N:6]([CH2:5][C:4]2[CH:30]=[CH:31][C:32]([O:34][CH3:35])=[CH:33][C:3]=2[O:2][CH3:1])[C@@H:7]1[CH2:22][N:23]1[C:27](=[O:28])[CH2:26][N:25]([C:41]([O:40][C:36]([CH3:39])([CH3:38])[CH3:37])=[O:42])[C:24]1=[O:29])=[O:21])[C:15]1[CH:16]=[CH:17][CH:18]=[CH:19][CH:20]=1. The yield is 0.750.